Dataset: Retrosynthesis with 50K atom-mapped reactions and 10 reaction types from USPTO. Task: Predict the reactants needed to synthesize the given product. (1) Given the product COc1ccc2nc(C)c3c(C)nc(CCC(F)(F)F)n3c2n1, predict the reactants needed to synthesize it. The reactants are: COc1ccc2nc(Cl)c3c(C)nc(CCC(F)(F)F)n3c2n1.C[Mg+]. (2) Given the product CC(C)(C)c1cc(C(=O)NNC(=O)CCc2ccc([N+](=O)[O-])cc2)cc(C(C)(C)C)c1, predict the reactants needed to synthesize it. The reactants are: CC(C)(C)c1cc(C(=O)O)cc(C(C)(C)C)c1.NNC(=O)CCc1ccc([N+](=O)[O-])cc1. (3) Given the product CC(=O)N1C[C@H](NC(=O)OC(C)(C)C)C(=O)N(C)c2ccccc21, predict the reactants needed to synthesize it. The reactants are: CC(=O)OC(C)=O.CN1C(=O)[C@@H](NC(=O)OC(C)(C)C)CNc2ccccc21. (4) The reactants are: CCOC(=O)CCCCc1ccc2c(c1)C[C@@H](NC(=O)OC(C)(C)C)CC2. Given the product CCOC(=O)CCCCc1ccc2c(c1)C[C@@H](N)CC2, predict the reactants needed to synthesize it. (5) Given the product O=C(NC1CCCN(C(=O)OCc2ccccc2)CC1O)C(CS(=O)(=O)Cc1ccccc1)NC(=O)N1CCOCC1, predict the reactants needed to synthesize it. The reactants are: NC1CCCN(C(=O)OCc2ccccc2)CC1O.O=C(O)C(CS(=O)(=O)Cc1ccccc1)NC(=O)N1CCOCC1.